This data is from NCI-60 drug combinations with 297,098 pairs across 59 cell lines. The task is: Regression. Given two drug SMILES strings and cell line genomic features, predict the synergy score measuring deviation from expected non-interaction effect. (1) Drug 1: COC1=CC(=CC(=C1O)OC)C2C3C(COC3=O)C(C4=CC5=C(C=C24)OCO5)OC6C(C(C7C(O6)COC(O7)C8=CC=CS8)O)O. Drug 2: C1=C(C(=O)NC(=O)N1)N(CCCl)CCCl. Cell line: NCI-H322M. Synergy scores: CSS=3.80, Synergy_ZIP=-1.22, Synergy_Bliss=3.38, Synergy_Loewe=-5.01, Synergy_HSA=1.78. (2) Drug 2: CN1C(=O)N2C=NC(=C2N=N1)C(=O)N. Cell line: UO-31. Drug 1: C1CN1P(=S)(N2CC2)N3CC3. Synergy scores: CSS=13.1, Synergy_ZIP=-4.23, Synergy_Bliss=0.423, Synergy_Loewe=1.12, Synergy_HSA=1.40. (3) Drug 1: C1=NNC2=C1C(=O)NC=N2. Drug 2: CC12CCC3C(C1CCC2OP(=O)(O)O)CCC4=C3C=CC(=C4)OC(=O)N(CCCl)CCCl.[Na+]. Cell line: MDA-MB-435. Synergy scores: CSS=7.33, Synergy_ZIP=-1.43, Synergy_Bliss=-0.329, Synergy_Loewe=-2.20, Synergy_HSA=-1.42. (4) Drug 1: C1CCC(C1)C(CC#N)N2C=C(C=N2)C3=C4C=CNC4=NC=N3. Drug 2: C1=NNC2=C1C(=O)NC=N2. Cell line: SK-OV-3. Synergy scores: CSS=3.05, Synergy_ZIP=-1.38, Synergy_Bliss=0.449, Synergy_Loewe=-2.81, Synergy_HSA=0.0232. (5) Drug 1: CC1=C(C(=CC=C1)Cl)NC(=O)C2=CN=C(S2)NC3=CC(=NC(=N3)C)N4CCN(CC4)CCO. Drug 2: CCC1(C2=C(COC1=O)C(=O)N3CC4=CC5=C(C=CC(=C5CN(C)C)O)N=C4C3=C2)O.Cl. Cell line: OVCAR-8. Synergy scores: CSS=31.3, Synergy_ZIP=-1.17, Synergy_Bliss=-1.50, Synergy_Loewe=-12.0, Synergy_HSA=0.384. (6) Drug 1: CCCCCOC(=O)NC1=NC(=O)N(C=C1F)C2C(C(C(O2)C)O)O. Drug 2: C(CC(=O)O)C(=O)CN.Cl. Cell line: SW-620. Synergy scores: CSS=0.333, Synergy_ZIP=4.52, Synergy_Bliss=7.09, Synergy_Loewe=0.556, Synergy_HSA=1.04. (7) Drug 1: CC1=C(C=C(C=C1)NC2=NC=CC(=N2)N(C)C3=CC4=NN(C(=C4C=C3)C)C)S(=O)(=O)N.Cl. Drug 2: CC1C(C(CC(O1)OC2CC(CC3=C2C(=C4C(=C3O)C(=O)C5=CC=CC=C5C4=O)O)(C(=O)C)O)N)O. Cell line: HOP-62. Synergy scores: CSS=45.0, Synergy_ZIP=0.983, Synergy_Bliss=0.635, Synergy_Loewe=-14.7, Synergy_HSA=2.98.